Dataset: Forward reaction prediction with 1.9M reactions from USPTO patents (1976-2016). Task: Predict the product of the given reaction. Given the reactants [Br:1][C:2]1[CH:3]=[C:4]([CH2:12][OH:13])[CH:5]=[C:6]([C:8]([F:11])([F:10])[F:9])[CH:7]=1.O[C:15]1[CH:20]=[CH:19][CH:18]=[CH:17][C:16]=1[CH2:21][C:22]([O:24][C:25]([CH3:28])([CH3:27])[CH3:26])=[O:23].C1C=CC(P(C2C=CC=CC=2)C2C=CC=CC=2)=CC=1.CC(OC(/N=N/C(OC(C)C)=O)=O)C, predict the reaction product. The product is: [Br:1][C:2]1[CH:3]=[C:4]([CH:5]=[C:6]([C:8]([F:10])([F:11])[F:9])[CH:7]=1)[CH2:12][O:13][C:15]1[CH:20]=[CH:19][CH:18]=[CH:17][C:16]=1[CH2:21][C:22]([O:24][C:25]([CH3:28])([CH3:27])[CH3:26])=[O:23].